This data is from Full USPTO retrosynthesis dataset with 1.9M reactions from patents (1976-2016). The task is: Predict the reactants needed to synthesize the given product. (1) Given the product [CH3:1][O:2][CH2:3][O:4][C:5]1[CH:14]=[CH:13][C:12]([CH2:15][CH2:16][CH3:17])=[CH:11][C:6]=1[CH2:7][OH:8], predict the reactants needed to synthesize it. The reactants are: [CH3:1][O:2][CH2:3][O:4][C:5]1[CH:14]=[CH:13][C:12]([CH2:15][CH2:16][CH3:17])=[CH:11][C:6]=1[C:7](OC)=[O:8].[H-].[Al+3].[Li+].[H-].[H-].[H-].O.O.O.O.O.O.O.O.O.O.[O-]S([O-])(=O)=O.[Na+].[Na+]. (2) Given the product [C:8]([C:7]1[C:2]([S:23][CH2:24][C:25]([NH2:27])=[O:26])=[N:3][C:4]([NH:19][CH:20]2[CH2:22][CH2:21]2)=[N:5][C:6]=1[C:10]1[CH:15]=[CH:14][CH:13]=[C:12]([N+:16]([O-:18])=[O:17])[CH:11]=1)#[N:9], predict the reactants needed to synthesize it. The reactants are: Cl[C:2]1[C:7]([C:8]#[N:9])=[C:6]([C:10]2[CH:15]=[CH:14][CH:13]=[C:12]([N+:16]([O-:18])=[O:17])[CH:11]=2)[N:5]=[C:4]([NH:19][CH:20]2[CH2:22][CH2:21]2)[N:3]=1.[SH:23][CH2:24][C:25]([NH2:27])=[O:26].C([O-])([O-])=O.[K+].[K+]. (3) Given the product [C:1]([O:5][C:6](=[O:39])[NH:7][C:8]1([C:12]2[CH:17]=[CH:16][C:15]([C:18]3[C:19]([C:33]4[CH:34]=[CH:35][CH:36]=[CH:37][CH:38]=4)=[CH:20][C:21]4[N:26]([CH2:27][CH:28]([CH3:29])[CH3:41])[C:25](=[O:31])[CH2:24][O:23][C:22]=4[N:32]=3)=[CH:14][CH:13]=2)[CH2:9][CH2:10][CH2:11]1)([CH3:3])([CH3:2])[CH3:4], predict the reactants needed to synthesize it. The reactants are: [C:1]([O:5][C:6](=[O:39])[NH:7][C:8]1([C:12]2[CH:17]=[CH:16][C:15]([C:18]3[C:19]([C:33]4[CH:38]=[CH:37][CH:36]=[CH:35][CH:34]=4)=[CH:20][C:21]4[N:26]([CH2:27][CH2:28][C:29]#N)[C:25](=[O:31])[CH2:24][O:23][C:22]=4[N:32]=3)=[CH:14][CH:13]=2)[CH2:11][CH2:10][CH2:9]1)([CH3:4])([CH3:3])[CH3:2].O=[C:41]1COC2N=C(C3C=CC(C4(NC(=O)OC(C)(C)C)CCC4)=CC=3)C(C3C=CC=CC=3)=CC=2N1.BrCC(C)C. (4) Given the product [Cl:15][C:12]1[C:11]2[NH:10][C:9]([C:16]([OH:18])=[O:17])=[CH:8][C:7](=[O:21])[C:6]=2[C:5]([C:3]([OH:4])=[O:2])=[CH:14][CH:13]=1, predict the reactants needed to synthesize it. The reactants are: C[O:2][C:3]([C:5]1[C:6]2[C:7](=[O:21])[CH:8]=[C:9]([C:16]([O:18]CC)=[O:17])[NH:10][C:11]=2[C:12]([Cl:15])=[CH:13][CH:14]=1)=[O:4].[OH-].[K+].